This data is from Reaction yield outcomes from USPTO patents with 853,638 reactions. The task is: Predict the reaction yield, written as a fraction of the theoretical maximum amount of product (1.0 means a 100% yield; for example, 0.34 means a 34% yield). (1) The reactants are [C:1]([O:5][C:6]([N:8]([CH2:25][C@@H:26]1[CH2:35][CH2:34][C:33]2[C:28](=[CH:29][CH:30]=[C:31]([C:36]3[CH:45]=[CH:44][C:39]([C:40]([O:42][CH3:43])=[O:41])=[C:38]([OH:46])[CH:37]=3)[CH:32]=2)[O:27]1)[CH2:9][C@H:10]([O:17][Si:18]([C:21]([CH3:24])([CH3:23])[CH3:22])([CH3:20])[CH3:19])[C:11]1[CH:12]=[N:13][CH:14]=[CH:15][CH:16]=1)=[O:7])([CH3:4])([CH3:3])[CH3:2].I[CH2:48][CH:49]([CH3:51])[CH3:50].C(=O)([O-])[O-].[K+].[K+]. The catalyst is CN(C)C=O.O. The product is [C:1]([O:5][C:6]([N:8]([CH2:25][C@@H:26]1[CH2:35][CH2:34][C:33]2[C:28](=[CH:29][CH:30]=[C:31]([C:36]3[CH:45]=[CH:44][C:39]([C:40]([O:42][CH3:43])=[O:41])=[C:38]([O:46][CH2:48][CH:49]([CH3:51])[CH3:50])[CH:37]=3)[CH:32]=2)[O:27]1)[CH2:9][C@H:10]([O:17][Si:18]([C:21]([CH3:24])([CH3:23])[CH3:22])([CH3:20])[CH3:19])[C:11]1[CH:12]=[N:13][CH:14]=[CH:15][CH:16]=1)=[O:7])([CH3:2])([CH3:3])[CH3:4]. The yield is 0.740. (2) The reactants are [Cl:1][C:2]1[CH:7]=[CH:6][C:5]([S:8]([C:11]2[C:12]([C:32]#[N:33])=[C:13]([C:21]3[CH:26]=[CH:25][N+:24]([O-])=[C:23]([NH:28][C:29](=[O:31])[CH3:30])[CH:22]=3)[S:14][C:15]=2[C:16]2[NH:20][CH:19]=[N:18][N:17]=2)(=[O:10])=[O:9])=[CH:4][CH:3]=1.[H][H]. The catalyst is CO.[Pd]. The product is [Cl:1][C:2]1[CH:7]=[CH:6][C:5]([S:8]([C:11]2[C:12]([C:32]#[N:33])=[C:13]([C:21]3[CH:26]=[CH:25][N:24]=[C:23]([NH:28][C:29](=[O:31])[CH3:30])[CH:22]=3)[S:14][C:15]=2[C:16]2[NH:20][CH:19]=[N:18][N:17]=2)(=[O:9])=[O:10])=[CH:4][CH:3]=1. The yield is 0.640. (3) The reactants are [CH3:12][CH2:11][O:10][C:8](/N=N/[C:8]([O:10][CH2:11][CH3:12])=O)=O.COCCO.C1C=CC(P(C2C=CC=CC=2)C2C=CC=CC=2)=CC=1.[OH:37][N:38]1[C:42](=[O:43])[C:41]2=[CH:44][CH:45]=[CH:46][CH:47]=[C:40]2[C:39]1=[O:48]. The catalyst is C1COCC1. The product is [CH3:8][O:10][CH2:11][CH2:12][O:37][N:38]1[C:42](=[O:43])[C:41]2[C:40](=[CH:47][CH:46]=[CH:45][CH:44]=2)[C:39]1=[O:48]. The yield is 0.550. (4) The reactants are C([O-])([O-])=O.[Cs+].[Cs+].C(O[C:10]([C:12]1[CH:20]=[C:19]([OH:21])[C:15]2[CH:16]=[CH:17][O:18][C:14]=2[CH:13]=1)=[O:11])C.[F:22][C:23]1[CH:33]=[C:32](F)[CH:31]=[CH:30][C:24]=1[C:25]([N:27]([CH3:29])[CH3:28])=[O:26].[CH3:35][N:36]1[CH:40]=[CH:39][C:38]([NH2:41])=[N:37]1.CN(C(ON1N=NC2C=CC=NC1=2)=[N+](C)C)C.F[P-](F)(F)(F)(F)F. The catalyst is CN(C=O)C. The product is [CH3:28][N:27]([CH3:29])[C:25]([C:24]1[CH:30]=[CH:31][C:32]([O:21][C:19]2[C:15]3[CH:16]=[CH:17][O:18][C:14]=3[CH:13]=[C:12]([C:10]([NH:41][C:38]3[CH:39]=[CH:40][N:36]([CH3:35])[N:37]=3)=[O:11])[CH:20]=2)=[CH:33][C:23]=1[F:22])=[O:26]. The yield is 0.390. (5) The reactants are [OH:1][C:2]1[CH:7]=[C:6]([CH3:8])[C:5]([C:9]2[N:10]=[C:11]([NH:14][C:15](=[O:22])[C:16]3[CH:21]=[CH:20][N:19]=[CH:18][CH:17]=3)[S:12][CH:13]=2)=[C:4]([CH3:23])[CH:3]=1.C(=O)([O-])[O-].[Cs+].[Cs+].Br[C:31]1[CH:32]=[CH:33][C:34]([O:37][CH2:38][CH2:39][O:40][CH3:41])=[N:35][CH:36]=1.O. The catalyst is CN(C=O)C. The product is [CH3:41][O:40][CH2:39][CH2:38][O:37][C:34]1[N:35]=[CH:36][C:31]([O:1][C:2]2[CH:3]=[C:4]([CH3:23])[C:5]([C:9]3[N:10]=[C:11]([NH:14][C:15](=[O:22])[C:16]4[CH:21]=[CH:20][N:19]=[CH:18][CH:17]=4)[S:12][CH:13]=3)=[C:6]([CH3:8])[CH:7]=2)=[CH:32][CH:33]=1. The yield is 0.660. (6) The reactants are [OH:1][C:2]([CH3:35])([CH3:34])[CH2:3][C@@:4]1([C:28]2[CH:33]=[CH:32][CH:31]=[CH:30][CH:29]=2)[O:9][C:8](=[O:10])[N:7]([C@H:11]([C:13]2[CH:18]=[CH:17][C:16](B3OC(C)(C)C(C)(C)O3)=[CH:15][CH:14]=2)[CH3:12])[CH2:6][CH2:5]1.Br[C:37]1[CH:44]=[CH:43][C:40]([C:41]#[N:42])=[CH:39][N:38]=1.C([O-])([O-])=O.[Cs+].[Cs+]. The catalyst is O1CCOCC1.Cl[Pd](Cl)([P](C1C=CC=CC=1)(C1C=CC=CC=1)C1C=CC=CC=1)[P](C1C=CC=CC=1)(C1C=CC=CC=1)C1C=CC=CC=1. The product is [OH:1][C:2]([CH3:34])([CH3:35])[CH2:3][C@@:4]1([C:28]2[CH:33]=[CH:32][CH:31]=[CH:30][CH:29]=2)[O:9][C:8](=[O:10])[N:7]([C@H:11]([C:13]2[CH:14]=[CH:15][C:16]([C:37]3[CH:44]=[CH:43][C:40]([C:41]#[N:42])=[CH:39][N:38]=3)=[CH:17][CH:18]=2)[CH3:12])[CH2:6][CH2:5]1. The yield is 0.620.